From a dataset of Forward reaction prediction with 1.9M reactions from USPTO patents (1976-2016). Predict the product of the given reaction. (1) The product is: [CH3:26][CH:27]([N:15]1[CH2:16][CH2:17][CH2:18][N:12]([C:5]2[CH:6]=[CH:7][C:8]([N+:9]([O-:11])=[O:10])=[C:3]([O:2][CH3:1])[CH:4]=2)[CH2:13][CH2:14]1)[CH3:28]. Given the reactants [CH3:1][O:2][C:3]1[CH:4]=[C:5]([N:12]2[CH2:18][CH2:17][CH2:16][NH:15][CH2:14][CH2:13]2)[CH:6]=[CH:7][C:8]=1[N+:9]([O-:11])=[O:10].C(=O)([O-])[O-].[K+].[K+].I[CH2:26][CH2:27][CH3:28], predict the reaction product. (2) Given the reactants [F:1][C:2]([F:7])([F:6])[CH2:3][CH2:4][OH:5].CC(C)([O-])C.[K+].Cl[C:15]1[CH:25]=[CH:24][C:18]([C:19]([O:21][CH2:22][CH3:23])=[O:20])=[CH:17][N:16]=1, predict the reaction product. The product is: [F:1][C:2]([F:7])([F:6])[CH2:3][CH2:4][O:5][C:15]1[N:16]=[CH:17][C:18]([C:19]([O:21][CH2:22][CH3:23])=[O:20])=[CH:24][CH:25]=1. (3) Given the reactants [Cl:1][C:2]1[CH:29]=[CH:28][C:5]2[NH:6][C:7](=[O:27])[CH:8]([CH2:19][C:20]3[CH:25]=[CH:24][CH:23]=[CH:22][C:21]=3[Cl:26])[N:9]=[C:10]([C:11]3[CH:16]=[CH:15][C:14]([O:17]C)=[CH:13][CH:12]=3)[C:4]=2[CH:3]=1.B(Br)(Br)Br, predict the reaction product. The product is: [Cl:1][C:2]1[CH:29]=[CH:28][C:5]2[NH:6][C:7](=[O:27])[CH:8]([CH2:19][C:20]3[CH:25]=[CH:24][CH:23]=[CH:22][C:21]=3[Cl:26])[N:9]=[C:10]([C:11]3[CH:12]=[CH:13][C:14]([OH:17])=[CH:15][CH:16]=3)[C:4]=2[CH:3]=1. (4) Given the reactants [CH2:1]([C:8]1[CH:9]=[N:10][C:11]2[C:16]([C:17]=1[C:18]1[CH:19]=[C:20]([NH2:24])[CH:21]=[CH:22][CH:23]=1)=[CH:15][CH:14]=[CH:13][C:12]=2[C:25]([F:28])([F:27])[F:26])[C:2]1[CH:7]=[CH:6][CH:5]=[CH:4][CH:3]=1.[Br:29][C:30]1[N:35]=[CH:34][C:33]([CH:36]=O)=[CH:32][CH:31]=1, predict the reaction product. The product is: [CH2:1]([C:8]1[CH:9]=[N:10][C:11]2[C:16]([C:17]=1[C:18]1[CH:19]=[C:20]([NH:24][CH2:36][C:33]3[CH:34]=[N:35][C:30]([Br:29])=[CH:31][CH:32]=3)[CH:21]=[CH:22][CH:23]=1)=[CH:15][CH:14]=[CH:13][C:12]=2[C:25]([F:28])([F:26])[F:27])[C:2]1[CH:3]=[CH:4][CH:5]=[CH:6][CH:7]=1. (5) Given the reactants [NH2:1][C:2]1[C:7]([F:8])=[CH:6][N:5]=[C:4]([O:9][N:10]=[CH:11][C:12]2[CH:17]=[CH:16][C:15]([O:18][CH3:19])=[CH:14][CH:13]=2)[N:3]=1.[CH3:20][N:21]([CH:23](OC)OC)[CH3:22], predict the reaction product. The product is: [F:8][C:7]1[C:2]([N:1]=[CH:20][N:21]([CH3:23])[CH3:22])=[N:3][C:4]([O:9][N:10]=[CH:11][C:12]2[CH:17]=[CH:16][C:15]([O:18][CH3:19])=[CH:14][CH:13]=2)=[N:5][CH:6]=1.